Dataset: Catalyst prediction with 721,799 reactions and 888 catalyst types from USPTO. Task: Predict which catalyst facilitates the given reaction. (1) Reactant: [F:1][C:2]([F:17])([F:16])[C:3]1[C:4]2[N:5]([CH:9]=[C:10]([C:12]([O:14][CH3:15])=[O:13])[N:11]=2)[CH:6]=[CH:7][CH:8]=1.[Cl:18]N1C(=O)CCC1=O. Product: [Cl:18][C:9]1[N:5]2[CH:6]=[CH:7][CH:8]=[C:3]([C:2]([F:16])([F:1])[F:17])[C:4]2=[N:11][C:10]=1[C:12]([O:14][CH3:15])=[O:13]. The catalyst class is: 9. (2) Reactant: [NH:1]1[CH2:4][CH:3]([N:5]2[CH2:10][CH2:9][N:8]([C:11]([C:13]3[S:14][CH:15]=[CH:16][N:17]=3)=[O:12])[CH2:7][CH2:6]2)[CH2:2]1.[C:18]([O:22][C:23]([N:25]1[CH2:34][CH2:33][C:32]2[C:27](=[CH:28][CH:29]=[C:30]([C:35](O)=[O:36])[CH:31]=2)[CH2:26]1)=[O:24])([CH3:21])([CH3:20])[CH3:19].C(Cl)CCl.CCN(CC)CC. Product: [C:18]([O:22][C:23]([N:25]1[CH2:34][CH2:33][C:32]2[C:27](=[CH:28][CH:29]=[C:30]([C:35]([N:1]3[CH2:2][CH:3]([N:5]4[CH2:6][CH2:7][N:8]([C:11]([C:13]5[S:14][CH:15]=[CH:16][N:17]=5)=[O:12])[CH2:9][CH2:10]4)[CH2:4]3)=[O:36])[CH:31]=2)[CH2:26]1)=[O:24])([CH3:21])([CH3:19])[CH3:20]. The catalyst class is: 2. (3) Reactant: [N+:1]([C:4]1[CH:9]=[CH:8][C:7]([N:10]2[CH2:15][CH2:14][CH:13]([N:16]3[CH2:21][CH2:20][N:19](C(OC(C)(C)C)=O)[CH2:18][CH2:17]3)[CH2:12][CH2:11]2)=[CH:6][C:5]=1[O:29][CH2:30][C:31]([F:34])([F:33])[F:32])([O-:3])=[O:2].C(O)(C(F)(F)F)=O. Product: [N+:1]([C:4]1[CH:9]=[CH:8][C:7]([N:10]2[CH2:11][CH2:12][CH:13]([N:16]3[CH2:17][CH2:18][NH:19][CH2:20][CH2:21]3)[CH2:14][CH2:15]2)=[CH:6][C:5]=1[O:29][CH2:30][C:31]([F:34])([F:33])[F:32])([O-:3])=[O:2]. The catalyst class is: 2. (4) Reactant: [C:1]1([C:7](=O)[CH2:8][C:9]2[CH:14]=[CH:13][CH:12]=[CH:11][CH:10]=2)[CH:6]=[CH:5][CH:4]=[CH:3][CH:2]=1.[CH2:16]([O:18][C:19]1[CH:29]=[C:28]([CH:30]=O)[CH:27]=[CH:26][C:20]=1[C:21]([O:23][CH2:24][CH3:25])=[O:22])[CH3:17].[NH2:32][C:33]([NH2:35])=[O:34].Cl. Product: [CH2:16]([O:18][C:19]1[CH:29]=[C:28]([CH:30]2[C:8]([C:9]3[CH:14]=[CH:13][CH:12]=[CH:11][CH:10]=3)=[C:7]([C:1]3[CH:6]=[CH:5][CH:4]=[CH:3][CH:2]=3)[NH:35][C:33](=[O:34])[NH:32]2)[CH:27]=[CH:26][C:20]=1[C:21]([O:23][CH2:24][CH3:25])=[O:22])[CH3:17]. The catalyst class is: 14.